Dataset: Reaction yield outcomes from USPTO patents with 853,638 reactions. Task: Predict the reaction yield, written as a fraction of the theoretical maximum amount of product (1.0 means a 100% yield; for example, 0.34 means a 34% yield). (1) The reactants are [I:1][C:2]1[CH:10]=[CH:9][C:5]([C:6](Cl)=[O:7])=[CH:4][CH:3]=1.C(N(CC)CC)C.[CH3:18][O:19][CH2:20][CH2:21][O:22][CH2:23][CH2:24][O:25][CH2:26][CH2:27][NH2:28]. The catalyst is C(Cl)Cl. The product is [I:1][C:2]1[CH:10]=[CH:9][C:5]([C:6]([NH:28][CH2:27][CH2:26][O:25][CH2:24][CH2:23][O:22][CH2:21][CH2:20][O:19][CH3:18])=[O:7])=[CH:4][CH:3]=1. The yield is 0.700. (2) The reactants are [OH-].[Na+].[F:3][C:4]1[C:13]([F:14])=[C:12]([O:15][CH3:16])[CH:11]=[CH:10][C:5]=1[C:6]([O:8]C)=[O:7].C1COCC1.Cl. The catalyst is CO. The product is [F:3][C:4]1[C:13]([F:14])=[C:12]([O:15][CH3:16])[CH:11]=[CH:10][C:5]=1[C:6]([OH:8])=[O:7]. The yield is 0.960. (3) The reactants are P(Cl)(Cl)(Cl)=O.[CH3:6][O:7][C:8]1[CH:9]=[C:10]([CH2:14][CH2:15][NH:16][CH:17]=O)[CH:11]=[CH:12][CH:13]=1. The catalyst is CCCCCC. The product is [CH3:6][O:7][C:8]1[CH:9]=[C:10]2[C:11](=[CH:12][CH:13]=1)[CH:17]=[N:16][CH2:15][CH2:14]2. The yield is 0.670. (4) The yield is 0.727. The reactants are Br[CH2:2][C:3]([C@H:5]1[C@@H:9]2[C@@H:10]3[C@@:23]([CH3:26])([CH2:24][CH2:25][C@@:8]2([C:44]([O:46][Si](C(C)(C)C)(C)C)=[O:45])[CH2:7][CH2:6]1)[C@@:22]1([CH3:27])[C@@H:13]([C@:14]2([CH3:43])[C@@H:19]([CH2:20][CH2:21]1)[C:18]([CH3:29])([CH3:28])[C:17]([C:30]1[CH:35]=[CH:34][C:33]([C:36]([O:38][C:39]([CH3:42])([CH3:41])[CH3:40])=[O:37])=[CH:32][CH:31]=1)=[CH:16][CH2:15]2)[CH2:12][CH2:11]3)=[CH2:4].[CH3:54][NH:55][CH3:56]. The product is [C:39]([O:38][C:36]([C:33]1[CH:34]=[CH:35][C:30]([C:17]2[C:18]([CH3:28])([CH3:29])[C@H:19]3[C@:14]([CH3:43])([CH2:15][CH:16]=2)[C@@H:13]2[C@:22]([CH3:27])([C@@:23]4([CH3:26])[C@H:10]([CH2:11][CH2:12]2)[C@H:9]2[C@H:5]([C:3]([CH2:2][N:55]([CH3:56])[CH3:54])=[CH2:4])[CH2:6][CH2:7][C@:8]2([C:44]([OH:46])=[O:45])[CH2:25][CH2:24]4)[CH2:21][CH2:20]3)=[CH:31][CH:32]=1)=[O:37])([CH3:41])([CH3:42])[CH3:40]. The catalyst is ClCCCl.